This data is from Forward reaction prediction with 1.9M reactions from USPTO patents (1976-2016). The task is: Predict the product of the given reaction. (1) Given the reactants C(OC([N:8]1[CH2:13][CH2:12][CH:11]([O:14][C:15]2[CH:20]=[CH:19][CH:18]=[CH:17][C:16]=2[N+:21]([O-:23])=[O:22])[CH2:10][CH2:9]1)=O)(C)(C)C.[ClH:24].CCOCC, predict the reaction product. The product is: [ClH:24].[N+:21]([C:16]1[CH:17]=[CH:18][CH:19]=[CH:20][C:15]=1[O:14][CH:11]1[CH2:12][CH2:13][NH:8][CH2:9][CH2:10]1)([O-:23])=[O:22]. (2) Given the reactants [C:1]([CH2:4][CH2:5][CH2:6][N:7]([CH3:58])[C@H:8]([C:12]([NH:14][C@H:15]([C:19]([N:21]([C@@H:23]([C@@H:54]([CH3:57])[CH2:55][CH3:56])[C@H:24]([O:52][CH3:53])[CH2:25][C:26]([N:28]1[CH2:32][CH2:31][CH2:30][C@H:29]1[C@H:33]([O:50][CH3:51])[C@@H:34]([CH3:49])[C:35]([NH:37][CH2:38][CH2:39][C:40]1[C:48]2[C:43](=[CH:44][CH:45]=[CH:46][CH:47]=2)[NH:42][CH:41]=1)=[O:36])=[O:27])[CH3:22])=[O:20])[CH:16]([CH3:18])[CH3:17])=[O:13])[CH:9]([CH3:11])[CH3:10])(O)=[O:2].F[P-](F)(F)(F)(F)F.N1(OC(N(C)C)=[N+](C)C)C2N=CC=CC=2N=N1.C(N(CC)C(C)C)(C)C.[O:92]=[C:93]1[CH:97]=[CH:96][C:95](=[O:98])[N:94]1[CH2:99][CH2:100][CH2:101][CH2:102][CH2:103][C:104]([NH:106][NH2:107])=[O:105], predict the reaction product. The product is: [O:98]=[C:95]1[CH:96]=[CH:97][C:93](=[O:92])[N:94]1[CH2:99][CH2:100][CH2:101][CH2:102][CH2:103][C:104]([NH:106][NH:107][C:1](=[O:2])[CH2:4][CH2:5][CH2:6][N:7]([CH3:58])[C@H:8]([C:12]([NH:14][C@H:15]([C:19]([N:21]([C@@H:23]([C@@H:54]([CH3:57])[CH2:55][CH3:56])[C@H:24]([O:52][CH3:53])[CH2:25][C:26]([N:28]1[CH2:32][CH2:31][CH2:30][C@H:29]1[C@H:33]([O:50][CH3:51])[C@@H:34]([CH3:49])[C:35]([NH:37][CH2:38][CH2:39][C:40]1[C:48]2[C:43](=[CH:44][CH:45]=[CH:46][CH:47]=2)[NH:42][CH:41]=1)=[O:36])=[O:27])[CH3:22])=[O:20])[CH:16]([CH3:17])[CH3:18])=[O:13])[CH:9]([CH3:11])[CH3:10])=[O:105]. (3) Given the reactants [NH2:1][C:2]1[CH:7]=[CH:6][CH:5]=[CH:4][N:3]=1.Br[CH2:9][C:10](=O)[C:11]([O:13][CH2:14][CH3:15])=[O:12], predict the reaction product. The product is: [CH2:14]([O:13][C:11]([C:10]1[N:1]=[C:2]2[CH:7]=[CH:6][CH:5]=[CH:4][N:3]2[CH:9]=1)=[O:12])[CH3:15]. (4) Given the reactants [CH3:1][C:2]1[S:3][C:4]([C:8]2[CH:17]=[CH:16][C:15]3[C:10](=[CH:11][CH:12]=[C:13](B(O)O)[CH:14]=3)[N:9]=2)=[C:5]([CH3:7])[N:6]=1.[CH3:21][O:22][C:23]([C:25]1[CH:33]=[C:32]2[C:28]([C:29]([CH:35]3[CH2:40][CH2:39][CH2:38][CH2:37][CH2:36]3)=[C:30](Br)[NH:31]2)=[CH:27][CH:26]=1)=[O:24].C([O-])(O)=O.[Na+], predict the reaction product. The product is: [CH3:21][O:22][C:23]([C:25]1[CH:33]=[C:32]2[C:28]([C:29]([CH:35]3[CH2:40][CH2:39][CH2:38][CH2:37][CH2:36]3)=[C:30]([C:13]3[CH:14]=[C:15]4[C:10](=[CH:11][CH:12]=3)[N:9]=[C:8]([C:4]3[S:3][C:2]([CH3:1])=[N:6][C:5]=3[CH3:7])[CH:17]=[CH:16]4)[NH:31]2)=[CH:27][CH:26]=1)=[O:24]. (5) Given the reactants C(OC([N:8]1[CH2:13][CH2:12][CH:11]([N:14]2[C:18]3[CH:19]=[CH:20][C:21]([Cl:23])=[CH:22][C:17]=3[N:16]=[C:15]2[CH2:24]Cl)[CH2:10][CH2:9]1)=O)(C)(C)C.[CH3:26][S:27]([C:30]1[C:38]2[C:33](=[CH:34][CH:35]=[CH:36][CH:37]=2)[NH:32][N:31]=1)(=[O:29])=[O:28].CS(C1C2C(=CN=CC=2)NN=1)(=O)=O, predict the reaction product. The product is: [Cl:23][C:21]1[CH:20]=[CH:19][C:18]2[N:14]([CH:11]3[CH2:10][CH2:9][NH:8][CH2:13][CH2:12]3)[C:15]([CH2:24][N:32]3[C:33]4[C:38](=[CH:37][CH:36]=[CH:35][CH:34]=4)[C:30]([S:27]([CH3:26])(=[O:28])=[O:29])=[N:31]3)=[N:16][C:17]=2[CH:22]=1. (6) Given the reactants Cl.C(OC([N:9]1[C@H:14]([C:15]2[NH:16][CH:17]=[C:18]([C:20]3[CH:21]=[C:22]4[C:27](=[CH:28][CH:29]=3)[CH:26]=[C:25]([C:30]3[CH:35]=[CH:34][C:33]([C:36]5[N:37]=[C:38]([C@@H:41]6[CH2:46][C@@:45]7([CH3:47])[C@H:43]([CH2:44]7)[N:42]6C(OC(C)(C)C)=O)[NH:39][CH:40]=5)=[CH:32][CH:31]=3)[CH:24]=[CH:23]4)[N:19]=2)[CH2:13][C@@:12]2([CH3:55])[C@@H:10]1[CH2:11]2)=O)(C)(C)C, predict the reaction product. The product is: [CH3:47][C@@:45]12[CH2:44][C@@H:43]1[NH:42][C@H:41]([C:38]1[NH:39][CH:40]=[C:36]([C:33]3[CH:34]=[CH:35][C:30]([C:25]4[CH:24]=[CH:23][C:22]5[C:27](=[CH:28][CH:29]=[C:20]([C:18]6[N:19]=[C:15]([C@@H:14]7[CH2:13][C@@:12]8([CH3:55])[C@H:10]([CH2:11]8)[NH:9]7)[NH:16][CH:17]=6)[CH:21]=5)[CH:26]=4)=[CH:31][CH:32]=3)[N:37]=1)[CH2:46]2. (7) Given the reactants [C:1]1([CH3:15])[CH:6]=[CH:5][C:4]([O:7][C:8]2[CH:13]=[CH:12][C:11]([OH:14])=[CH:10][CH:9]=2)=[CH:3][CH:2]=1.[H-].[Na+].[C:18]([O:22][C:23]([N:25]1[CH2:29][CH2:28][CH2:27][C@H:26]1[CH2:30]OS(C1C=CC(C)=CC=1)(=O)=O)=[O:24])([CH3:21])([CH3:20])[CH3:19], predict the reaction product. The product is: [C:18]([O:22][C:23]([N:25]1[CH2:29][CH2:28][CH2:27][C@H:26]1[CH2:30][O:14][C:11]1[CH:12]=[CH:13][C:8]([O:7][C:4]2[CH:3]=[CH:2][C:1]([CH3:15])=[CH:6][CH:5]=2)=[CH:9][CH:10]=1)=[O:24])([CH3:21])([CH3:19])[CH3:20]. (8) Given the reactants [NH:1]1[C:9]2[C:4](=[CH:5][CH:6]=[CH:7][CH:8]=2)[C:3](/[CH:10]=[C:11]2\[O:12][C:13]3[C:20]([CH2:21][N:22]4[CH2:27][CH2:26][N:25](C(OC(C)(C)C)=O)[CH2:24][CH2:23]4)=[C:19]([O:35][CH:36]([CH3:38])[CH3:37])[CH:18]=[CH:17][C:14]=3[C:15]\2=[O:16])=[N:2]1.FC(F)(F)C(O)=O.O.C(=O)([O-])O.[Na+], predict the reaction product. The product is: [NH:1]1[C:9]2[C:4](=[CH:5][CH:6]=[CH:7][CH:8]=2)[C:3](/[CH:10]=[C:11]2\[O:12][C:13]3[C:20]([CH2:21][N:22]4[CH2:23][CH2:24][NH:25][CH2:26][CH2:27]4)=[C:19]([O:35][CH:36]([CH3:38])[CH3:37])[CH:18]=[CH:17][C:14]=3[C:15]\2=[O:16])=[N:2]1. (9) Given the reactants I[C:2]1[CH:3]=[N:4][N:5]([C:7]2[CH:12]=[CH:11][C:10]([N+:13]([O-:15])=[O:14])=[CH:9][N:8]=2)[CH:6]=1.[CH:16]1(B(O)O)[CH2:18][CH2:17]1.C1(P(C2CCCCC2)C2CCCCC2)CCCCC1.P([O-])([O-])([O-])=O.[K+].[K+].[K+], predict the reaction product. The product is: [CH:16]1([C:2]2[CH:3]=[N:4][N:5]([C:7]3[CH:12]=[CH:11][C:10]([N+:13]([O-:15])=[O:14])=[CH:9][N:8]=3)[CH:6]=2)[CH2:18][CH2:17]1. (10) Given the reactants C1C(O)=CC2C(CCN)=CNC=2C=1.[CH:14]1[C:19]([C@H:20]2[C@H:25]([CH2:26][O:27][C:28]3[CH:29]=[CH:30][C:31]4[O:36][CH2:35][O:34][C:32]=4[CH:33]=3)[CH2:24][NH:23][CH2:22][CH2:21]2)=[CH:18][CH:17]=[C:16]([F:37])[CH:15]=1.C([O-])(=O)C1C=CC=CC=1.[Na+], predict the reaction product. The product is: [CH2:31]([OH:36])[CH:32]([OH:34])[CH3:33].[CH:18]1[C:19]([C@H:20]2[C@H:25]([CH2:26][O:27][C:28]3[CH:29]=[CH:30][C:31]4[O:36][CH2:35][O:34][C:32]=4[CH:33]=3)[CH2:24][NH:23][CH2:22][CH2:21]2)=[CH:14][CH:15]=[C:16]([F:37])[CH:17]=1.